This data is from Experimentally validated miRNA-target interactions with 360,000+ pairs, plus equal number of negative samples. The task is: Binary Classification. Given a miRNA mature sequence and a target amino acid sequence, predict their likelihood of interaction. The miRNA is hsa-miR-4324 with sequence CCCUGAGACCCUAACCUUAA. The protein sequence of the target gene is MNFNTILEEILIKRSQQKKKTSLLNYKERLCVLPKSVLSYYEGRAEKKYRKGVIDISKIKCVEIVKNDDGVIPCQNKFPFQVVHDANTLYIFAPSPQSRDRWVKKLKEEIKNNNNIMIKYHPKFWADGSYQCCRQTEKLAPGCEKYNLFESSIRKTLPPAPEIKKRRPPPPIPPEEENTEEIVVAMYDFQATEAHDLRLERGQEYIILEKNDLHWWRARDKYGSEGYIPSNYVTGKKSNNLDQYEWYCRNTNRSKAEQLLRTEDKEGGFMVRDSSQPGLYTVSLYTKFGGEGSSGFRHYH.... Result: 0 (no interaction).